Dataset: CYP1A2 inhibition data for predicting drug metabolism from PubChem BioAssay. Task: Regression/Classification. Given a drug SMILES string, predict its absorption, distribution, metabolism, or excretion properties. Task type varies by dataset: regression for continuous measurements (e.g., permeability, clearance, half-life) or binary classification for categorical outcomes (e.g., BBB penetration, CYP inhibition). Dataset: cyp1a2_veith. (1) The compound is COc1ccc(NC(=O)N2CC[C@@]3(CCCN(C(=O)c4cccn4C)C3)C2)cc1. The result is 0 (non-inhibitor). (2) The drug is CCCCCC(=O)Nc1cc2[nH]c(=O)cc(COC)c2cc1C. The result is 0 (non-inhibitor).